Dataset: Catalyst prediction with 721,799 reactions and 888 catalyst types from USPTO. Task: Predict which catalyst facilitates the given reaction. (1) Reactant: C([O:3][C:4](=[O:23])[CH:5]([C:11]1[CH:16]=[CH:15][C:14]([C:17](=[O:19])[CH3:18])=[CH:13][C:12]=1[N+:20]([O-:22])=[O:21])C(OCC)=O)C.C(OCC)(=O)CC(OCC)=O. Product: [C:17]([C:14]1[CH:15]=[CH:16][C:11]([CH2:5][C:4]([OH:23])=[O:3])=[C:12]([N+:20]([O-:22])=[O:21])[CH:13]=1)(=[O:19])[CH3:18]. The catalyst class is: 12. (2) Reactant: [OH:1][C:2]1[C:9]([CH3:10])=[CH:8][CH:7]=[CH:6][C:3]=1[CH:4]=O.[C:11]([O-])(=[O:13])[CH3:12].[Na+].C(OC(=O)C)(=O)C.O. Product: [CH3:10][C:9]1[CH:8]=[CH:7][CH:6]=[C:3]2[C:2]=1[O:1][C:11](=[O:13])[CH:12]=[CH:4]2. The catalyst class is: 81. (3) Reactant: [OH:1][CH2:2][CH2:3][NH:4][C:5]1[CH:13]=[CH:12][CH:11]=[CH:10][C:6]=1[C:7]([NH2:9])=[O:8].[CH2:14](Br)[C:15]1[CH:20]=[CH:19][CH:18]=[CH:17][CH:16]=1.C(=O)([O-])[O-].[K+].[K+].[I-].[K+]. Product: [CH2:14]([N:4]([CH2:3][CH2:2][OH:1])[C:5]1[CH:13]=[CH:12][CH:11]=[CH:10][C:6]=1[C:7]([NH2:9])=[O:8])[C:15]1[CH:20]=[CH:19][CH:18]=[CH:17][CH:16]=1. The catalyst class is: 18. (4) Reactant: [Cl:1][C:2]1[CH:9]=[CH:8][C:5]([C:6]#[N:7])=[C:4]([O:10][C:11]2[CH:16]=[CH:15][CH:14]=[C:13]([CH2:17]N(C)C)[C:12]=2[S:21][CH3:22])[CH:3]=1.[Cl:23]C(OCC)=O.O.C(OCC)C. Product: [Cl:1][C:2]1[CH:9]=[CH:8][C:5]([C:6]#[N:7])=[C:4]([O:10][C:11]2[CH:16]=[CH:15][CH:14]=[C:13]([CH2:17][Cl:23])[C:12]=2[S:21][CH3:22])[CH:3]=1. The catalyst class is: 11. (5) Reactant: N[C:2]1[N:3]=[C:4]([OH:32])[C:5]2[N:10](S(C3C=CC(C)=CC=3)(=O)=O)[CH:9]=[C:8](CC3C(C)=C(OC)C(C)=CN=3)[C:6]=2[N:7]=1.[OH-].[K+].CO.Cl. Product: [N:7]1[C:6]2[CH:8]=[CH:9][NH:10][C:5]=2[C:4]([OH:32])=[N:3][CH:2]=1. The catalyst class is: 61. (6) Reactant: Cl[C:2]1[C:7]([N+:8]([O-:10])=[O:9])=[C:6]([CH3:11])[CH:5]=[CH:4][N:3]=1.Cl.[CH2:13]([O:20][C:21]1[CH:27]=[CH:26][C:24]([NH2:25])=[CH:23][CH:22]=1)[C:14]1[CH:19]=[CH:18][CH:17]=[CH:16][CH:15]=1.CCN(C(C)C)C(C)C.O. Product: [CH2:13]([O:20][C:21]1[CH:22]=[CH:23][C:24]([NH:25][C:2]2[C:7]([N+:8]([O-:10])=[O:9])=[C:6]([CH3:11])[CH:5]=[CH:4][N:3]=2)=[CH:26][CH:27]=1)[C:14]1[CH:15]=[CH:16][CH:17]=[CH:18][CH:19]=1. The catalyst class is: 16. (7) Reactant: [C:1]1(=[O:8])[O:7][C:5](=[O:6])[CH2:4][CH2:3][CH2:2]1.[NH2:9][C:10]1[CH:15]=[CH:14][C:13]([N:16]2[CH2:21][CH2:20][N:19]([C:22]3([C:31]4[CH:36]=[CH:35][C:34]([C:37]5[CH:42]=[CH:41][CH:40]=[CH:39][CH:38]=5)=[CH:33][CH:32]=4)[C:27](=[O:28])[NH:26][C:25](=[O:29])[NH:24][C:23]3=[O:30])[CH2:18][CH2:17]2)=[CH:12][CH:11]=1. Product: [C:34]1([C:37]2[CH:42]=[CH:41][CH:40]=[CH:39][CH:38]=2)[CH:35]=[CH:36][C:31]([C:22]2([N:19]3[CH2:18][CH2:17][N:16]([C:13]4[CH:14]=[CH:15][C:10]([NH:9][C:5]([CH2:4][CH2:3][CH2:2][C:1]([OH:7])=[O:8])=[O:6])=[CH:11][CH:12]=4)[CH2:21][CH2:20]3)[C:27](=[O:28])[NH:26][C:25](=[O:29])[NH:24][C:23]2=[O:30])=[CH:32][CH:33]=1. The catalyst class is: 42.